From a dataset of M1 muscarinic receptor antagonist screen with 61,756 compounds. Binary Classification. Given a drug SMILES string, predict its activity (active/inactive) in a high-throughput screening assay against a specified biological target. (1) The drug is Clc1ccc(S(=O)(=O)N2CCN(CC2)C(=O)CSc2n(N)c(=O)c(nn2)C)cc1. The result is 0 (inactive). (2) The molecule is O=C(NCCCN1CCCCC1)Cn1nc(c2ccc(cc2)C)ccc1=O. The result is 0 (inactive).